Dataset: Merck oncology drug combination screen with 23,052 pairs across 39 cell lines. Task: Regression. Given two drug SMILES strings and cell line genomic features, predict the synergy score measuring deviation from expected non-interaction effect. (1) Drug 1: CN1C(=O)C=CC2(C)C3CCC4(C)C(NC(=O)OCC(F)(F)F)CCC4C3CCC12. Drug 2: NC1CCCCC1N.O=C(O)C(=O)O.[Pt+2]. Cell line: SW837. Synergy scores: synergy=5.94. (2) Drug 1: Cn1nnc2c(C(N)=O)ncn2c1=O. Synergy scores: synergy=15.3. Cell line: UACC62. Drug 2: CCc1cnn2c(NCc3ccc[n+]([O-])c3)cc(N3CCCCC3CCO)nc12. (3) Drug 1: COc1cccc2c1C(=O)c1c(O)c3c(c(O)c1C2=O)CC(O)(C(=O)CO)CC3OC1CC(N)C(O)C(C)O1. Drug 2: NC1(c2ccc(-c3nc4ccn5c(=O)[nH]nc5c4cc3-c3ccccc3)cc2)CCC1. Cell line: OVCAR3. Synergy scores: synergy=0.616. (4) Drug 1: CN(C)C(=N)N=C(N)N. Drug 2: Cn1nnc2c(C(N)=O)ncn2c1=O. Cell line: MDAMB436. Synergy scores: synergy=-2.02. (5) Drug 1: O=c1[nH]cc(F)c(=O)[nH]1. Drug 2: Cn1c(=O)n(-c2ccc(C(C)(C)C#N)cc2)c2c3cc(-c4cnc5ccccc5c4)ccc3ncc21. Cell line: CAOV3. Synergy scores: synergy=4.43. (6) Drug 1: CN(Cc1cnc2nc(N)nc(N)c2n1)c1ccc(C(=O)NC(CCC(=O)O)C(=O)O)cc1. Drug 2: CC1(c2nc3c(C(N)=O)cccc3[nH]2)CCCN1. Cell line: KPL1. Synergy scores: synergy=-1.71. (7) Drug 1: N#Cc1ccc(Cn2cncc2CN2CCN(c3cccc(Cl)c3)C(=O)C2)cc1. Drug 2: Cn1nnc2c(C(N)=O)ncn2c1=O. Cell line: RKO. Synergy scores: synergy=-9.80. (8) Drug 1: N#Cc1ccc(Cn2cncc2CN2CCN(c3cccc(Cl)c3)C(=O)C2)cc1. Drug 2: Cn1nnc2c(C(N)=O)ncn2c1=O. Cell line: OV90. Synergy scores: synergy=21.2. (9) Drug 1: O=c1[nH]cc(F)c(=O)[nH]1. Drug 2: Cn1cc(-c2cnn3c(N)c(Br)c(C4CCCNC4)nc23)cn1. Cell line: A375. Synergy scores: synergy=21.6.